This data is from NCI-60 drug combinations with 297,098 pairs across 59 cell lines. The task is: Regression. Given two drug SMILES strings and cell line genomic features, predict the synergy score measuring deviation from expected non-interaction effect. Drug 1: C1=C(C(=O)NC(=O)N1)N(CCCl)CCCl. Drug 2: CCN(CC)CCNC(=O)C1=C(NC(=C1C)C=C2C3=C(C=CC(=C3)F)NC2=O)C. Cell line: BT-549. Synergy scores: CSS=9.58, Synergy_ZIP=-8.74, Synergy_Bliss=-4.30, Synergy_Loewe=-8.53, Synergy_HSA=-7.48.